From a dataset of Forward reaction prediction with 1.9M reactions from USPTO patents (1976-2016). Predict the product of the given reaction. (1) Given the reactants [NH2:1][C@H:2]1[C:11]2[C:6](=[CH:7][CH:8]=[C:9]([O:12][CH2:13][CH2:14][O:15][Si:16]([C:19]([CH3:22])([CH3:21])[CH3:20])([CH3:18])[CH3:17])[CH:10]=2)[N:5]([C:23](=[O:25])[CH3:24])[C@@H:4]([CH:26]2[CH2:28][CH2:27]2)[C@@H:3]1[CH3:29].Br[C:31]1[N:36]=[C:35]([CH3:37])[CH:34]=[CH:33][N:32]=1.CC(C)([O-])C.[Na+].CN(C1C(C2C(P(C3CCCCC3)C3CCCCC3)=CC=CC=2)=CC=CC=1)C, predict the reaction product. The product is: [Si:16]([O:15][CH2:14][CH2:13][O:12][C:9]1[CH:10]=[C:11]2[C:6](=[CH:7][CH:8]=1)[N:5]([C:23](=[O:25])[CH3:24])[C@@H:4]([CH:26]1[CH2:28][CH2:27]1)[C@H:3]([CH3:29])[C@H:2]2[NH:1][C:31]1[N:36]=[C:35]([CH3:37])[CH:34]=[CH:33][N:32]=1)([C:19]([CH3:21])([CH3:22])[CH3:20])([CH3:18])[CH3:17]. (2) Given the reactants [Br:1][CH2:2][CH2:3][CH2:4][CH2:5][CH2:6][CH2:7][O:8][CH2:9][CH2:10][CH:11]=[CH2:12].C12BC(CCC1)CCC2.P([O-])([O-])([O-])=O.[K+].[K+].[K+].Br[C:31]1[CH:40]=[C:39]2[C:34]([CH2:35][CH2:36][CH2:37][S:38]2(=[O:42])=[O:41])=[CH:33][CH:32]=1, predict the reaction product. The product is: [Br:1][CH2:2][CH2:3][CH2:4][CH2:5][CH2:6][CH2:7][O:8][CH2:9][CH2:10][CH2:11][CH2:12][C:31]1[CH:40]=[C:39]2[C:34]([CH2:35][CH2:36][CH2:37][S:38]2(=[O:42])=[O:41])=[CH:33][CH:32]=1. (3) Given the reactants C1C2C(C[O:15][C:16]([N:18]3[CH2:23][CH2:22][C:21]([CH2:31][Br:32])([C:24]4[CH:29]=[CH:28][C:27]([Br:30])=[CH:26][CH:25]=4)[CH2:20][CH2:19]3)=[O:17])C3C(=CC=CC=3)C=2C=CC=1.O.C(N(CC)CC)C.C(OC(O[C:44]([CH3:47])([CH3:46])[CH3:45])=O)(O[C:44]([CH3:47])([CH3:46])[CH3:45])=O, predict the reaction product. The product is: [C:44]([O:15][C:16]([N:18]1[CH2:19][CH2:20][C:21]([CH2:31][Br:32])([C:24]2[CH:29]=[CH:28][C:27]([Br:30])=[CH:26][CH:25]=2)[CH2:22][CH2:23]1)=[O:17])([CH3:47])([CH3:46])[CH3:45]. (4) Given the reactants C(OC([N:8]1[C:12]2[CH:13]=[CH:14][CH:15]=[CH:16][C:11]=2[N:10]=[C:9]1[CH2:17][N:18]([CH2:29][C:30]1[CH:35]=[CH:34][C:33]([C:36]#[N:37])=[CH:32][C:31]=1[C:38]([O:40][CH3:41])=[O:39])[CH:19]1[C:28]2[N:27]=[CH:26][CH:25]=[CH:24][C:23]=2[CH2:22][CH2:21][CH2:20]1)=O)(C)(C)C.CO, predict the reaction product. The product is: [CH3:41][O:40][C:38](=[O:39])[C:31]1[CH:32]=[C:33]([CH2:36][NH2:37])[CH:34]=[CH:35][C:30]=1[CH2:29][N:18]([CH2:17][C:9]1[NH:8][C:12]2[CH:13]=[CH:14][CH:15]=[CH:16][C:11]=2[N:10]=1)[CH:19]1[C:28]2[N:27]=[CH:26][CH:25]=[CH:24][C:23]=2[CH2:22][CH2:21][CH2:20]1. (5) Given the reactants [Cl:1][C:2]1[C:7]2[CH:8]3[N:13]([CH:14]([CH:16]([CH3:18])[CH3:17])[CH2:15][C:6]=2[CH:5]=[C:4]([O:25][CH2:26][CH2:27][O:28][CH3:29])[CH:3]=1)[CH:12]=[C:11]([C:19]([O:21]CC)=[O:20])[C:10](=[O:24])[CH2:9]3.C1(Cl)C(=O)C(Cl)=C(Cl)C(=O)C=1Cl, predict the reaction product. The product is: [Cl:1][C:2]1[C:7]2[C:8]3[N:13]([CH:14]([CH:16]([CH3:18])[CH3:17])[CH2:15][C:6]=2[CH:5]=[C:4]([O:25][CH2:26][CH2:27][O:28][CH3:29])[CH:3]=1)[CH:12]=[C:11]([C:19]([OH:21])=[O:20])[C:10](=[O:24])[CH:9]=3.